Dataset: Full USPTO retrosynthesis dataset with 1.9M reactions from patents (1976-2016). Task: Predict the reactants needed to synthesize the given product. (1) Given the product [F:15][C:16]1[C:23]([CH3:24])=[CH:22][CH:21]=[C:20]([F:25])[C:17]=1[CH:18]([OH:19])[CH2:7][C:8]([O:10][C:11]([CH3:14])([CH3:13])[CH3:12])=[O:9], predict the reactants needed to synthesize it. The reactants are: Cl[Si](C)(C)C.Br[CH2:7][C:8]([O:10][C:11]([CH3:14])([CH3:13])[CH3:12])=[O:9].[F:15][C:16]1[C:23]([CH3:24])=[CH:22][CH:21]=[C:20]([F:25])[C:17]=1[CH:18]=[O:19]. (2) Given the product [CH2:15]([C:13]1[CH:12]=[C:11]([CH:17]([OH:18])[C:19]2[N:20]([C:30]([C:43]3[CH:44]=[CH:45][CH:46]=[CH:47][CH:48]=3)([C:37]3[CH:38]=[CH:39][CH:40]=[CH:41][CH:42]=3)[C:31]3[CH:36]=[CH:35][CH:34]=[CH:33][CH:32]=3)[CH:21]=[C:22]([C:24]3[CH:29]=[CH:28][CH:27]=[CH:26][CH:25]=3)[N:23]=2)[C:10]([F:49])=[C:9]([OH:8])[CH:14]=1)[CH3:16], predict the reactants needed to synthesize it. The reactants are: [Si]([O:8][C:9]1[C:10]([F:49])=[C:11]([CH:17]([C:19]2[N:20]([C:30]([C:43]3[CH:48]=[CH:47][CH:46]=[CH:45][CH:44]=3)([C:37]3[CH:42]=[CH:41][CH:40]=[CH:39][CH:38]=3)[C:31]3[CH:36]=[CH:35][CH:34]=[CH:33][CH:32]=3)[CH:21]=[C:22]([C:24]3[CH:29]=[CH:28][CH:27]=[CH:26][CH:25]=3)[N:23]=2)[OH:18])[CH:12]=[C:13]([CH2:15][CH3:16])[CH:14]=1)(C(C)(C)C)(C)C.CCCC[N+](CCCC)(CCCC)CCCC.[F-]. (3) Given the product [F:16][C:5]1[C:6]([NH:32][CH2:31][CH2:30][C:27]2[CH:28]=[CH:29][C:24]([O:23][CH3:22])=[CH:25][CH:26]=2)=[N:7][C:2]([NH2:1])=[N:3][C:4]=1[C:17]1[O:18][CH:19]=[CH:20][CH:21]=1, predict the reactants needed to synthesize it. The reactants are: [NH2:1][C:2]1[N:7]=[C:6](OS(C(F)(F)F)(=O)=O)[C:5]([F:16])=[C:4]([C:17]2[O:18][CH:19]=[CH:20][CH:21]=2)[N:3]=1.[CH3:22][O:23][C:24]1[CH:29]=[CH:28][C:27]([CH2:30][CH2:31][NH2:32])=[CH:26][CH:25]=1. (4) The reactants are: C(OC(=O)COC1C=CC(S([Br:16])(=O)=O)=CC=1Cl)C.C([C:21]1[CH:31]=[C:30]([S:32][CH2:33][C:34]2[CH:38]=[C:37]([C:39]3[CH:44]=[CH:43][C:42]([C:45]([F:48])([F:47])[F:46])=[CH:41][CH:40]=3)[O:36][C:35]=2[CH3:49])[CH:29]=[CH:28][C:22]=1[O:23][CH2:24][C:25]([OH:27])=[O:26])C. Given the product [Br:16][C:21]1[CH:31]=[C:30]([S:32][CH2:33][C:34]2[CH:38]=[C:37]([C:39]3[CH:44]=[CH:43][C:42]([C:45]([F:46])([F:48])[F:47])=[CH:41][CH:40]=3)[O:36][C:35]=2[CH3:49])[CH:29]=[CH:28][C:22]=1[O:23][CH2:24][C:25]([OH:27])=[O:26], predict the reactants needed to synthesize it. (5) Given the product [C:1]([O:4][C:24]1[CH:29]=[CH:28][C:27]([C:30]([OH:32])=[O:31])=[CH:26][CH:25]=1)(=[O:3])[CH3:2].[CH:18]1[C:19]([O:35][C:36]2[CH:41]=[CH:40][C:39]3[C:42]([O:44][C:45](=[O:46])[C:38]=3[CH:37]=2)=[O:43])=[CH:20][CH:21]=[C:22]([O:23][C:24]2[CH:29]=[CH:28][C:27]3[C:30]([O:32][C:33](=[O:34])[C:26]=3[CH:25]=2)=[O:31])[CH:17]=1.[OH:23][C:24]1[CH:29]=[CH:28][C:27]([C:30]([OH:32])=[O:31])=[CH:26][CH:25]=1, predict the reactants needed to synthesize it. The reactants are: [C:1]([OH:4])(=[O:3])[CH3:2].[C:1]([OH:4])(=[O:3])[CH3:2].C1(C=CC(O)=CC=1)O.[CH:17]1[C:22]([O:23][C:24]2[CH:29]=[CH:28][C:27]3[C:30]([O:32][C:33](=[O:34])[C:26]=3[CH:25]=2)=[O:31])=[CH:21][CH:20]=[C:19]([O:35][C:36]2[CH:41]=[CH:40][C:39]3[C:42]([O:44][C:45](=[O:46])[C:38]=3[CH:37]=2)=[O:43])[CH:18]=1.C1(C=CC(O)=CC=1)O. (6) Given the product [ClH:46].[ClH:49].[NH2:8][CH2:9][C:10]([N:12]([CH2:14][C:15]1[CH:16]=[C:17]([C:21]2[CH:22]=[N:23][C:24]([N:27]3[CH2:32][CH2:31][N:30]([C:33]4[N:38]=[CH:37][C:36](/[CH:39]=[CH:40]/[C:41]([OH:43])=[O:42])=[CH:35][C:34]=4[CH3:44])[CH2:29][CH2:28]3)=[N:25][CH:26]=2)[CH:18]=[CH:19][CH:20]=1)[CH3:13])=[O:11], predict the reactants needed to synthesize it. The reactants are: C(OC([NH:8][CH2:9][C:10]([N:12]([CH2:14][C:15]1[CH:16]=[C:17]([C:21]2[CH:22]=[N:23][C:24]([N:27]3[CH2:32][CH2:31][N:30]([C:33]4[N:38]=[CH:37][C:36](/[CH:39]=[CH:40]/[C:41]([OH:43])=[O:42])=[CH:35][C:34]=4[CH3:44])[CH2:29][CH2:28]3)=[N:25][CH:26]=2)[CH:18]=[CH:19][CH:20]=1)[CH3:13])=[O:11])=O)(C)(C)C.C(Cl)(Cl)[Cl:46].[ClH:49].O1CCOCC1. (7) Given the product [CH2:1]([O:3][C:4]([C:6]1([C:9]2[CH:10]=[CH:11][C:12]([C:15]3[CH:20]=[CH:19][C:18]([C:21]4[O:25][N:24]=[C:23]([CH3:26])[C:22]=4[C:27](=[O:30])[CH2:28][CH2:29][C:32]4[CH:37]=[CH:36][CH:35]=[CH:34][CH:33]=4)=[CH:17][CH:16]=3)=[CH:13][CH:14]=2)[CH2:8][CH2:7]1)=[O:5])[CH3:2], predict the reactants needed to synthesize it. The reactants are: [CH2:1]([O:3][C:4]([C:6]1([C:9]2[CH:14]=[CH:13][C:12]([C:15]3[CH:20]=[CH:19][C:18]([C:21]4[O:25][N:24]=[C:23]([CH3:26])[C:22]=4[CH:27]([OH:30])[CH:28]=[CH2:29])=[CH:17][CH:16]=3)=[CH:11][CH:10]=2)[CH2:8][CH2:7]1)=[O:5])[CH3:2].I[C:32]1[CH:37]=[CH:36][CH:35]=[CH:34][CH:33]=1. (8) The reactants are: [CH3:1][C:2]1[S:6][C:5]([C:7]([O:9][CH3:10])=[O:8])=[CH:4][C:3]=1[N+:11]([O-:13])=[O:12].[Cl:14][C:15]1[CH:22]=[CH:21][C:18]([CH:19]=O)=[CH:17][CH:16]=1.N1CCCC1. Given the product [Cl:14][C:15]1[CH:22]=[CH:21][C:18](/[CH:19]=[CH:1]/[C:2]2[S:6][C:5]([C:7]([O:9][CH3:10])=[O:8])=[CH:4][C:3]=2[N+:11]([O-:13])=[O:12])=[CH:17][CH:16]=1, predict the reactants needed to synthesize it. (9) Given the product [F:1][C:2]1[C:7]([F:8])=[CH:6][CH:5]=[CH:4][C:3]=1[C:9]1([OH:14])[CH2:13][CH2:12][N:11]([CH2:22][CH3:23])[CH2:10]1, predict the reactants needed to synthesize it. The reactants are: [F:1][C:2]1[C:7]([F:8])=[CH:6][CH:5]=[CH:4][C:3]=1[C:9]1([OH:14])[CH2:13][CH2:12][NH:11][CH2:10]1.C(=O)([O-])[O-].[K+].[K+].I[CH2:22][CH3:23]. (10) Given the product [CH3:1][N:2]1[C:11]2[C:6](=[CH:7][C:8]([N+:15]([O-:17])=[O:16])=[CH:9][CH:10]=2)[NH:5][C:4]([CH3:12])([CH3:13])[C:3]1=[O:14], predict the reactants needed to synthesize it. The reactants are: [CH3:1][N:2]1[C:11]2[C:6](=[CH:7][CH:8]=[CH:9][CH:10]=2)[NH:5][C:4]([CH3:13])([CH3:12])[C:3]1=[O:14].[N+:15]([O-])([OH:17])=[O:16].[OH-].[Na+].